Dataset: Forward reaction prediction with 1.9M reactions from USPTO patents (1976-2016). Task: Predict the product of the given reaction. (1) Given the reactants C(O[C:6]([N:8]1[CH2:12][C:11](=[N:13][O:14][CH3:15])[CH2:10][C@H:9]1[C:16]([OH:18])=O)=[O:7])(C)(C)C.[C:19]1([C:28]2[CH:33]=[CH:32][CH:31]=[CH:30][CH:29]=2)[CH:24]=[CH:23][C:22](C(Cl)=O)=[CH:21][CH:20]=1.[CH2:34]([NH:41][CH2:42][CH2:43][OH:44])[C:35]1[CH:40]=[CH:39][CH:38]=[CH:37][CH:36]=1, predict the reaction product. The product is: [CH2:34]([N:41]([CH2:42][CH2:43][OH:44])[C:16]([C@@H:9]1[CH2:10][C:11](=[N:13][O:14][CH3:15])[CH2:12][N:8]1[C:6]([C:31]1[CH:30]=[CH:29][C:28]([C:19]2[CH:20]=[CH:21][CH:22]=[CH:23][CH:24]=2)=[CH:33][CH:32]=1)=[O:7])=[O:18])[C:35]1[CH:40]=[CH:39][CH:38]=[CH:37][CH:36]=1. (2) Given the reactants [OH:1]/[N:2]=[C:3](/[C:5]1[CH:10]=[CH:9][C:8]([NH:11][C@H:12]2[CH2:16][CH2:15][C@@H:14]([C:17]([O:19][CH2:20][CH3:21])=[O:18])[CH2:13]2)=[CH:7][CH:6]=1)\[NH2:4].C(Cl)CCl.CCN(C(C)C)C(C)C.C1C=CC2N(O)N=NC=2C=1.[Cl:45][C:46]1[C:47]([O:55][CH:56]([CH3:58])[CH3:57])=[N:48][CH:49]=[C:50]([CH:54]=1)[C:51](O)=O, predict the reaction product. The product is: [Cl:45][C:46]1[CH:54]=[C:50]([C:51]2[O:1][N:2]=[C:3]([C:5]3[CH:6]=[CH:7][C:8]([NH:11][C@H:12]4[CH2:16][CH2:15][C@@H:14]([C:17]([O:19][CH2:20][CH3:21])=[O:18])[CH2:13]4)=[CH:9][CH:10]=3)[N:4]=2)[CH:49]=[N:48][C:47]=1[O:55][CH:56]([CH3:57])[CH3:58]. (3) Given the reactants [CH:1]1([C:6]2([CH3:15])[N:10]([CH2:11][CH3:12])[C:9](=[O:13])[NH:8][C:7]2=[O:14])[CH2:5][CH2:4][CH2:3][CH2:2]1.Br.Br[CH2:18][C:19]([C:21]1[CH:22]=[N:23][CH:24]=[CH:25][CH:26]=1)=[O:20], predict the reaction product. The product is: [CH:1]1([C:6]2([CH3:15])[N:10]([CH2:11][CH3:12])[C:9](=[O:13])[N:8]([CH2:18][C:19](=[O:20])[C:21]3[CH:22]=[N:23][CH:24]=[CH:25][CH:26]=3)[C:7]2=[O:14])[CH2:2][CH2:3][CH2:4][CH2:5]1.